This data is from Peptide-MHC class I binding affinity with 185,985 pairs from IEDB/IMGT. The task is: Regression. Given a peptide amino acid sequence and an MHC pseudo amino acid sequence, predict their binding affinity value. This is MHC class I binding data. (1) The peptide sequence is FLLMDALKL. The MHC is HLA-A02:19 with pseudo-sequence HLA-A02:19. The binding affinity (normalized) is 0.664. (2) The peptide sequence is KLRKKSSFY. The MHC is HLA-B15:02 with pseudo-sequence HLA-B15:02. The binding affinity (normalized) is 0.355. (3) The peptide sequence is APHGVVFLHV. The MHC is HLA-B54:01 with pseudo-sequence HLA-B54:01. The binding affinity (normalized) is 0.477.